From a dataset of Forward reaction prediction with 1.9M reactions from USPTO patents (1976-2016). Predict the product of the given reaction. Given the reactants [CH3:1][O:2][CH2:3][CH2:4][O:5][C:6]1[CH:11]=[CH:10][N:9]2[C:12]([C:15]([OH:17])=O)=[CH:13][N:14]=[C:8]2[CH:7]=1.C(Cl)(=O)C(Cl)=O.[CH2:24]([N:31]1[C:39]2[CH:38]=[CH:37][CH:36]=[C:35]([NH2:40])[C:34]=2[C:33]([CH:41]2[CH2:43][CH2:42]2)=[N:32]1)[C:25]1[CH:30]=[CH:29][CH:28]=[CH:27][CH:26]=1.C(N(CC)CC)C, predict the reaction product. The product is: [CH2:24]([N:31]1[C:39]2[C:34](=[C:35]([NH:40][C:15]([C:12]3[N:9]4[CH:10]=[CH:11][C:6]([O:5][CH2:4][CH2:3][O:2][CH3:1])=[CH:7][C:8]4=[N:14][CH:13]=3)=[O:17])[CH:36]=[CH:37][CH:38]=2)[C:33]([CH:41]2[CH2:42][CH2:43]2)=[N:32]1)[C:25]1[CH:26]=[CH:27][CH:28]=[CH:29][CH:30]=1.